The task is: Regression/Classification. Given a drug SMILES string, predict its absorption, distribution, metabolism, or excretion properties. Task type varies by dataset: regression for continuous measurements (e.g., permeability, clearance, half-life) or binary classification for categorical outcomes (e.g., BBB penetration, CYP inhibition). Dataset: cyp1a2_veith.. This data is from CYP1A2 inhibition data for predicting drug metabolism from PubChem BioAssay. The compound is O=C(c1cccc(C(F)(F)F)c1)N1CCC(O)(CS(=O)(=O)Cc2ccccc2)CC1. The result is 0 (non-inhibitor).